Dataset: Catalyst prediction with 721,799 reactions and 888 catalyst types from USPTO. Task: Predict which catalyst facilitates the given reaction. (1) Reactant: [F:1][C:2]([F:31])([F:30])[C:3]1[CH:4]=[C:5]([NH:9][C:10]([N:12]2[C:20]3[C:15](=[CH:16][C:17]([O:21][C:22]4[CH:27]=[C:26](Cl)[N:25]=[C:24]([NH2:29])[N:23]=4)=[CH:18][CH:19]=3)[CH2:14][CH2:13]2)=[O:11])[CH:6]=[CH:7][CH:8]=1. Product: [F:30][C:2]([F:1])([F:31])[C:3]1[CH:4]=[C:5]([NH:9][C:10]([N:12]2[C:20]3[C:15](=[CH:16][C:17]([O:21][C:22]4[CH:27]=[CH:26][N:25]=[C:24]([NH2:29])[N:23]=4)=[CH:18][CH:19]=3)[CH2:14][CH2:13]2)=[O:11])[CH:6]=[CH:7][CH:8]=1. The catalyst class is: 579. (2) Reactant: [CH3:1][C@:2]1([N:10]2[C:18](=[O:19])[C:17]3[C:12](=[CH:13][CH:14]=[C:15]([C:20]#[N:21])[CH:16]=3)[C:11]2=[O:22])[CH2:7][CH2:6][C:5](=[O:8])[NH:4][C:3]1=[O:9].[ClH:23].O. Product: [ClH:23].[NH2:21][CH2:20][C:15]1[CH:16]=[C:17]2[C:12](=[CH:13][CH:14]=1)[C:11](=[O:22])[N:10]([C@@:2]1([CH3:1])[CH2:7][CH2:6][C:5](=[O:8])[NH:4][C:3]1=[O:9])[C:18]2=[O:19]. The catalyst class is: 19. (3) Reactant: [CH2:1]([C:3]1[CH:8]=[C:7]([O:9][CH3:10])[C:6]([F:11])=[CH:5][C:4]=1[C:12]1[CH:20]=[C:19]2[C:15]([C:16](I)=[N:17][N:18]2[CH:21]2[CH2:26][CH2:25][CH2:24][CH2:23][O:22]2)=[CH:14][CH:13]=1)[CH3:2].[CH3:28][Sn:29]([CH3:35])([CH3:34])[Sn:29]([CH3:35])([CH3:34])[CH3:28]. Product: [CH2:1]([C:3]1[CH:8]=[C:7]([O:9][CH3:10])[C:6]([F:11])=[CH:5][C:4]=1[C:12]1[CH:20]=[C:19]2[C:15]([C:16]([Sn:29]([CH3:35])([CH3:34])[CH3:28])=[N:17][N:18]2[CH:21]2[CH2:26][CH2:25][CH2:24][CH2:23][O:22]2)=[CH:14][CH:13]=1)[CH3:2]. The catalyst class is: 741.